The task is: Predict which catalyst facilitates the given reaction.. This data is from Catalyst prediction with 721,799 reactions and 888 catalyst types from USPTO. (1) Reactant: [Br:1][C:2]1[CH:3]=[C:4]([N+:12]([O-:14])=[O:13])[C:5](C)=[C:6]([CH:10]=1)[C:7]([OH:9])=[O:8].IC.[C:17](=O)([O-])[O-].[Na+].[Na+]. Product: [Br:1][C:2]1[CH:10]=[C:6]([CH:5]=[C:4]([N+:12]([O-:14])=[O:13])[CH:3]=1)[C:7]([O:9][CH3:17])=[O:8]. The catalyst class is: 3. (2) Reactant: CN(C(ON1N=NC2C=CC=NC1=2)=[N+](C)C)C.F[P-](F)(F)(F)(F)F.[CH2:25]([O:27][C:28]1[CH:29]=[C:30]([C:34]2[N:39]=[CH:38][C:37]([C:40]([OH:42])=O)=[CH:36][CH:35]=2)[CH:31]=[CH:32][CH:33]=1)[CH3:26].CCN(C(C)C)C(C)C.[F:52][C:53]([F:66])([F:65])[C:54]1[NH:55][C:56]2[C:61]([CH:62]=1)=[CH:60][C:59]([CH2:63][NH2:64])=[CH:58][CH:57]=2. Product: [CH2:25]([O:27][C:28]1[CH:29]=[C:30]([C:34]2[N:39]=[CH:38][C:37]([C:40]([NH:64][CH2:63][C:59]3[CH:60]=[C:61]4[C:56](=[CH:57][CH:58]=3)[NH:55][C:54]([C:53]([F:66])([F:52])[F:65])=[CH:62]4)=[O:42])=[CH:36][CH:35]=2)[CH:31]=[CH:32][CH:33]=1)[CH3:26]. The catalyst class is: 3. (3) Reactant: [Si]([O:8][CH2:9][C:10]1[C:11]([C:16]2[CH:20]=[CH:19][N:18]([CH2:21][CH2:22][C:23]([O:25][CH3:26])=[O:24])[N:17]=2)=[N:12][CH:13]=[CH:14][CH:15]=1)(C(C)(C)C)(C)C.Cl. Product: [OH:8][CH2:9][C:10]1[C:11]([C:16]2[CH:20]=[CH:19][N:18]([CH2:21][CH2:22][C:23]([O:25][CH3:26])=[O:24])[N:17]=2)=[N:12][CH:13]=[CH:14][CH:15]=1. The catalyst class is: 5. (4) Product: [CH2:5]([S:13][CH2:14][CH2:15][P:1]([Cl:4])[Cl:2])[CH2:6][CH2:7][CH2:8][CH2:9][CH2:10][CH2:11][CH3:12]. Reactant: [P:1]([Cl:4])(Cl)[Cl:2].[CH2:5]([S:13][CH2:14][CH2:15][Mg]Br)[CH2:6][CH2:7][CH2:8][CH2:9][CH2:10][CH2:11][CH3:12].Cl. The catalyst class is: 27. (5) Reactant: [CH3:1][O:2][CH2:3][CH2:4][CH2:5][CH2:6][N:7]1[C:15]2[C:10](=[CH:11][CH:12]=[CH:13][CH:14]=2)[CH:9]=[C:8]1[C:16]([OH:18])=O.[CH3:19][CH:20]([CH3:44])[CH2:21][NH:22][C@H:23]1[CH2:28][C@@H:27]([C:29]([N:31]2[CH2:36][CH2:35][O:34][CH2:33][CH2:32]2)=[O:30])[CH2:26][N:25]([C:37]([O:39][C:40]([CH3:43])([CH3:42])[CH3:41])=[O:38])[CH2:24]1.C(N(CC)C(C)C)(C)C.F[P-](F)(F)(F)(F)F.ClC(N(C)C)=[N+](C)C. Product: [CH3:1][O:2][CH2:3][CH2:4][CH2:5][CH2:6][N:7]1[C:15]2[C:10](=[CH:11][CH:12]=[CH:13][CH:14]=2)[CH:9]=[C:8]1[C:16]([N:22]([CH2:21][CH:20]([CH3:44])[CH3:19])[C@H:23]1[CH2:28][C@@H:27]([C:29]([N:31]2[CH2:36][CH2:35][O:34][CH2:33][CH2:32]2)=[O:30])[CH2:26][N:25]([C:37]([O:39][C:40]([CH3:41])([CH3:42])[CH3:43])=[O:38])[CH2:24]1)=[O:18]. The catalyst class is: 26. (6) Reactant: [Cl:1][C:2]1[CH:3]=[C:4]([NH:8][C:9]2[C:18]3[C:13](=[CH:14][C:15]([O:24][CH3:25])=[C:16]([O:22][CH3:23])[C:17]=3[N+:19]([O-])=O)[N:12]=[CH:11][N:10]=2)[CH:5]=[CH:6][CH:7]=1.[NH4+].[Cl-].O.C(Cl)(Cl)Cl. Product: [Cl:1][C:2]1[CH:3]=[C:4]([NH:8][C:9]2[C:18]3[C:17]([NH2:19])=[C:16]([O:22][CH3:23])[C:15]([O:24][CH3:25])=[CH:14][C:13]=3[N:12]=[CH:11][N:10]=2)[CH:5]=[CH:6][CH:7]=1. The catalyst class is: 284.